Dataset: Full USPTO retrosynthesis dataset with 1.9M reactions from patents (1976-2016). Task: Predict the reactants needed to synthesize the given product. (1) Given the product [ClH:36].[ClH:36].[NH:20]1[C:21]2[CH:35]=[CH:34][CH:33]=[CH:32][C:22]=2[N:23]=[C:19]1[O:18][C:15]1[CH:16]=[CH:17][C:12]([N:8]2[C:4]3=[N:5][CH:6]=[CH:7][C:2]([CH3:1])=[C:3]3[NH:10][C:9]2=[O:11])=[CH:13][CH:14]=1, predict the reactants needed to synthesize it. The reactants are: [CH3:1][C:2]1[CH:7]=[CH:6][N:5]=[C:4]2[N:8]([C:12]3[CH:17]=[CH:16][C:15]([O:18][C:19]4[N:23](COCC[Si](C)(C)C)[C:22]5[CH:32]=[CH:33][CH:34]=[CH:35][C:21]=5[N:20]=4)=[CH:14][CH:13]=3)[C:9](=[O:11])[NH:10][C:3]=12.[ClH:36]. (2) Given the product [C:1]([O:5][C:6](=[O:17])[NH:7][C@H:8]([CH:11]([OH:16])[C:12]1[N:15]=[C:26]([C:20]2[CH:21]=[CH:22][S:18][CH:19]=2)[O:14][N:13]=1)[CH2:9][CH3:10])([CH3:2])([CH3:3])[CH3:4], predict the reactants needed to synthesize it. The reactants are: [C:1]([O:5][C:6](=[O:17])[NH:7][C@H:8]([CH:11]([OH:16])[C:12](=[NH:15])[NH:13][OH:14])[CH2:9][CH3:10])([CH3:4])([CH3:3])[CH3:2].[S:18]1[CH:22]=[CH:21][CH:20]=[C:19]1C(Cl)=O.[CH2:26](N(CC)CC)C. (3) Given the product [CH2:56]([C:53]1[CH:54]=[CH:55][C:50]([CH2:49][C:46]2[C:45]3[CH:58]=[C:59]4[C@:10]5([C@H:9]([OH:8])[C@@H:14]([OH:15])[C@H:13]([OH:23])[C@@H:12]([CH2:31][OH:32])[O:11]5)[O:40][CH2:41][C:42]4=[CH:43][C:44]=3[O:48][N:47]=2)=[CH:51][CH:52]=1)[CH3:57], predict the reactants needed to synthesize it. The reactants are: C([O:8][C@@H:9]1[C@@H:14]([O:15]CC2C=CC=CC=2)[C@@H:13]([O:23]CC2C=CC=CC=2)[C@@H:12]([CH2:31][O:32]CC2C=CC=CC=2)[O:11][C@:10]21[C:59]1[C:42](=[CH:43][C:44]3[O:48][N:47]=[C:46]([CH2:49][C:50]4[CH:55]=[CH:54][C:53]([CH2:56][CH3:57])=[CH:52][CH:51]=4)[C:45]=3[CH:58]=1)[CH2:41][O:40]2)C1C=CC=CC=1.CC1C(C)=C(C)C(C)=C(C)C=1.B(Cl)(Cl)Cl.CO. (4) Given the product [CH3:9][C@@H:8]1[CH2:7][CH2:6][CH2:5][N:4]([C:10]([C:12]2[CH:17]=[CH:16][C:15]([CH3:18])=[CH:14][C:13]=2[N:19]2[N:23]=[CH:22][CH:21]=[N:20]2)=[O:11])[C@@H:3]1[CH2:2][NH:1][C:25]1[N:30]=[CH:29][C:28]([C:31]([F:34])([F:33])[F:32])=[CH:27][N:26]=1, predict the reactants needed to synthesize it. The reactants are: [NH2:1][CH2:2][C@@H:3]1[C@H:8]([CH3:9])[CH2:7][CH2:6][CH2:5][N:4]1[C:10]([C:12]1[CH:17]=[CH:16][C:15]([CH3:18])=[CH:14][C:13]=1[N:19]1[N:23]=[CH:22][CH:21]=[N:20]1)=[O:11].Cl[C:25]1[N:30]=[CH:29][C:28]([C:31]([F:34])([F:33])[F:32])=[CH:27][N:26]=1. (5) Given the product [CH2:21]([O:20][CH2:19][C:18]1[O:28][C:14]2[C:15]3[CH:7]([CH2:6][CH2:5][NH:4][C:1](=[O:3])[CH3:2])[CH2:8][CH2:9][C:10]=3[CH:11]=[CH:12][C:13]=2[N:17]=1)[C:22]1[CH:27]=[CH:26][CH:25]=[CH:24][CH:23]=1, predict the reactants needed to synthesize it. The reactants are: [C:1]([NH:4][CH2:5][CH2:6][CH:7]1[C:15]2[C:10](=[CH:11][CH:12]=[C:13]([NH:17][C:18](=[O:28])[CH2:19][O:20][CH2:21][C:22]3[CH:27]=[CH:26][CH:25]=[CH:24][CH:23]=3)[C:14]=2O)[CH2:9][CH2:8]1)(=[O:3])[CH3:2].C1(C)C=CC(S([O-])(=O)=O)=CC=1.[NH+]1C=CC=CC=1. (6) Given the product [NH:15]1[CH:16]=[CH:17][N:18]=[C:14]1[CH:12]([OH:13])[CH2:11][N:7]1[C:8]2[CH:9]=[CH:10][C:2]([CH3:1])=[CH:3][C:4]=2[C:5]2[CH:44]3[N:40]([CH2:39][CH2:38][C:6]1=2)[CH2:41][CH2:42][CH2:43]3, predict the reactants needed to synthesize it. The reactants are: [CH3:1][C:2]1[CH:10]=[CH:9][C:8]2[N:7]([CH2:11][CH:12]([C:14]3[N:15](C(C4C=CC=CC=4)(C4C=CC=CC=4)C4C=CC=CC=4)[CH:16]=[CH:17][N:18]=3)[OH:13])[C:6]3[CH2:38][CH2:39][N:40]4[CH:44]([C:5]=3[C:4]=2[CH:3]=1)[CH2:43][CH2:42][CH2:41]4. (7) The reactants are: [CH3:1][Si:2](C1C=CC=CC=1)([CH2:4][Si:5]([C:13]1C=CC=CC=1)(C1C=CC=CC=1)[CH3:6])C.C1C=CC=CC=1.[Cl-:31].[Al+3].[Cl-:33].[Cl-:34].Cl. Given the product [Cl:31][Si:2]([Cl:34])([CH2:4][Si:5]([Cl:33])([CH3:13])[CH3:6])[CH3:1], predict the reactants needed to synthesize it. (8) Given the product [NH:1]1[C:9]2[C:4](=[CH:5][CH:6]=[C:7]([CH:10]([C:16]3[CH:21]=[CH:20][CH:19]=[CH:18][N:17]=3)[CH2:11][C:12]([NH:14][CH3:15])=[O:13])[CH:8]=2)[CH:3]=[CH:2]1, predict the reactants needed to synthesize it. The reactants are: [NH:1]1[C:9]2[C:4](=[CH:5][CH:6]=[C:7]([C:10]([C:16]3[CH:21]=[CH:20][CH:19]=[CH:18][N:17]=3)=[CH:11][C:12]([NH:14][CH3:15])=[O:13])[CH:8]=2)[CH:3]=[CH:2]1.N1C2C(=CC=CC=2C(C2C=CC=CC=2)CC(NC)=O)C=C1.